Dataset: Full USPTO retrosynthesis dataset with 1.9M reactions from patents (1976-2016). Task: Predict the reactants needed to synthesize the given product. (1) Given the product [CH3:30][C:29]1[N:32]=[C:26]([C:23]2[N:24]=[CH:25][C:20]([CH2:19][C:17]3[CH:16]=[CH:15][C:12]4[CH2:13][CH2:14][N:8]([C:6]([O:5][C:2]([CH3:3])([CH3:4])[CH3:1])=[O:7])[CH2:9][CH2:10][C:11]=4[CH:18]=3)=[N:21][CH:22]=2)[O:27][N:31]=1, predict the reactants needed to synthesize it. The reactants are: [CH3:1][C:2]([O:5][C:6]([N:8]1[CH2:14][CH2:13][C:12]2[CH:15]=[CH:16][C:17]([CH2:19][C:20]3[N:21]=[CH:22][C:23]([C:26](O)=[O:27])=[N:24][CH:25]=3)=[CH:18][C:11]=2[CH2:10][CH2:9]1)=[O:7])([CH3:4])[CH3:3].[C:29](=[N:32]O)([NH2:31])[CH3:30]. (2) Given the product [NH:1]1[C:9]2[C:4](=[CH:5][CH:6]=[CH:7][CH:8]=2)[C:3]([NH:10][C:11]([N:26]2[CH2:25][CH2:24][N:23]([C:18]3[CH:19]=[CH:20][CH:21]=[CH:22][C:17]=3[F:16])[CH2:28][CH2:27]2)=[O:15])=[N:2]1, predict the reactants needed to synthesize it. The reactants are: [NH:1]1[C:9]2[C:4](=[CH:5][CH:6]=[CH:7][CH:8]=2)[C:3]([NH:10][C:11](=[O:15])OCC)=[N:2]1.[F:16][C:17]1[CH:22]=[CH:21][CH:20]=[CH:19][C:18]=1[N:23]1[CH2:28][CH2:27][NH:26][CH2:25][CH2:24]1.O. (3) The reactants are: C(Cl)(=O)C(Cl)=O.[C:7]([C:11]1[CH:16]=[CH:15][C:14]([S:17]([NH:20][CH2:21][C:22]2[CH:30]=[CH:29][C:25]([C:26]([OH:28])=O)=[CH:24][CH:23]=2)(=[O:19])=[O:18])=[CH:13][CH:12]=1)([CH3:10])([CH3:9])[CH3:8].[N:31]1([C:37]2[N:42]=[CH:41][C:40]([NH2:43])=[CH:39][CH:38]=2)[CH2:36][CH2:35][O:34][CH2:33][CH2:32]1. Given the product [C:7]([C:11]1[CH:12]=[CH:13][C:14]([S:17]([NH:20][CH2:21][C:22]2[CH:23]=[CH:24][C:25]([C:26]([NH:43][C:40]3[CH:41]=[N:42][C:37]([N:31]4[CH2:32][CH2:33][O:34][CH2:35][CH2:36]4)=[CH:38][CH:39]=3)=[O:28])=[CH:29][CH:30]=2)(=[O:18])=[O:19])=[CH:15][CH:16]=1)([CH3:9])([CH3:10])[CH3:8], predict the reactants needed to synthesize it. (4) Given the product [CH2:93]([N:76]([CH2:77][C:78]1[CH:83]=[CH:82][C:81]([O:84][CH2:85][CH2:86][N:87]2[CH2:92][CH2:91][CH2:90][CH2:89][CH2:88]2)=[CH:80][CH:79]=1)[C:69]1[CH:70]=[C:71]([O:74][CH3:75])[CH:72]=[CH:73][C:68]=1[CH:66]1[CH2:65][CH2:64][CH2:63][C:62]2[CH:95]=[C:58]([OH:57])[CH:59]=[CH:60][C:61]=2[CH2:67]1)[CH3:94], predict the reactants needed to synthesize it. The reactants are: [Si](OC1C=CC2CC(C3C=CC(OC)=CC=3CCN)CCCC=2C=1)(C(C)(C)C)(C)C.Cl.N1(CCOC2C=CC(C(O)=O)=CC=2)CCCCC1.[Si]([O:57][C:58]1[CH:59]=[CH:60][C:61]2[CH2:67][CH:66]([C:68]3[CH:73]=[CH:72][C:71]([O:74][CH3:75])=[CH:70][C:69]=3[N:76]([CH2:93][CH3:94])[CH2:77][C:78]3[CH:83]=[CH:82][C:81]([O:84][CH2:85][CH2:86][N:87]4[CH2:92][CH2:91][CH2:90][CH2:89][CH2:88]4)=[CH:80][CH:79]=3)[CH2:65][CH2:64][CH2:63][C:62]=2[CH:95]=1)(C(C)(C)C)(C)C. (5) Given the product [N:23]1([C:29]2[CH:34]=[CH:33][C:32]([C:35]([F:38])([F:37])[F:36])=[CH:31][C:30]=2[NH:39][C:40](=[S:10])[C:41]2[CH:46]=[CH:45][N:44]=[CH:43][CH:42]=2)[CH2:28][CH2:27][CH2:26][CH2:25][CH2:24]1, predict the reactants needed to synthesize it. The reactants are: COC1C=CC(P2(SP(C3C=CC(OC)=CC=3)(=S)S2)=[S:10])=CC=1.[N:23]1([C:29]2[CH:34]=[CH:33][C:32]([C:35]([F:38])([F:37])[F:36])=[CH:31][C:30]=2[NH:39][C:40](=O)[C:41]2[CH:46]=[CH:45][N:44]=[CH:43][CH:42]=2)[CH2:28][CH2:27][CH2:26][CH2:25][CH2:24]1.[OH-].[Na+]. (6) Given the product [CH3:1][O:2][C:3]1[CH:10]=[CH:9][C:6]([CH2:7][NH:8][CH2:14][C@@:15]([CH3:17])([OH:16])[CH2:18][O:19][C:20]2[CH:25]=[CH:24][CH:23]=[C:22]([C:26]3[C:30]4[S:31][CH:32]=[CH:33][C:29]=4[O:28][N:27]=3)[CH:21]=2)=[CH:5][CH:4]=1, predict the reactants needed to synthesize it. The reactants are: [CH3:1][O:2][C:3]1[CH:10]=[CH:9][C:6]([CH2:7][NH2:8])=[CH:5][CH:4]=1.C(O)C.[CH3:14][C@:15]1([CH2:18][O:19][C:20]2[CH:21]=[C:22]([C:26]3[C:30]4[S:31][CH:32]=[CH:33][C:29]=4[O:28][N:27]=3)[CH:23]=[CH:24][CH:25]=2)[CH2:17][O:16]1.C(OCC)(=O)C.